Task: Predict the product of the given reaction.. Dataset: Forward reaction prediction with 1.9M reactions from USPTO patents (1976-2016) Given the reactants [C:1]1([CH2:7][C:8](Cl)=[O:9])[CH:6]=[CH:5][CH:4]=[CH:3][CH:2]=1.[CH3:11][O:12][C:13]1[CH:14]=[C:15]([CH2:19][CH2:20][NH2:21])[CH:16]=[CH:17][CH:18]=1, predict the reaction product. The product is: [CH3:11][O:12][C:13]1[CH:14]=[C:15]([CH2:19][CH2:20][NH:21][C:8](=[O:9])[CH2:7][C:1]2[CH:6]=[CH:5][CH:4]=[CH:3][CH:2]=2)[CH:16]=[CH:17][CH:18]=1.